The task is: Predict the reaction yield, written as a fraction of the theoretical maximum amount of product (1.0 means a 100% yield; for example, 0.34 means a 34% yield).. This data is from Reaction yield outcomes from USPTO patents with 853,638 reactions. (1) The yield is 0.700. The product is [CH3:19][C:18]1[O:17][N:16]=[C:15]([C:20]2[CH:21]=[CH:22][CH:23]=[CH:24][CH:25]=2)[C:14]=1[CH2:13][O:12][C:9]1[CH:10]=[CH:11][C:6]([C:4]([OH:5])=[O:3])=[N:7][CH:8]=1. The reactants are C([O:3][C:4]([C:6]1[CH:11]=[CH:10][C:9]([O:12][CH2:13][C:14]2[C:15]([C:20]3[CH:25]=[CH:24][CH:23]=[CH:22][CH:21]=3)=[N:16][O:17][C:18]=2[CH3:19])=[CH:8][N:7]=1)=[O:5])C.O.[OH-].[Li+]. The catalyst is C1COCC1.O. (2) The reactants are Br[C:2]1[CH:3]=[C:4]([NH:10][C:11]2[CH:15]=[CH:14][N:13]([CH2:16][CH2:17][O:18][Si:19]([C:22]([CH3:25])([CH3:24])[CH3:23])([CH3:21])[CH3:20])[N:12]=2)[C:5](=[O:9])[N:6]([CH3:8])[CH:7]=1.[C:26]([O:29][CH2:30][C:31]1[C:36](B2OC(C)(C)C(C)(C)O2)=[CH:35][CH:34]=[CH:33][C:32]=1[N:46]1[CH2:58][CH2:57][N:49]2[C:50]3[CH2:51][CH2:52][CH2:53][CH2:54][C:55]=3[CH:56]=[C:48]2[C:47]1=[O:59])(=[O:28])[CH3:27].C([O-])(=O)C.[Na+].[O-]P([O-])([O-])=O.[K+].[K+].[K+]. The catalyst is CC#N.C1C=CC(P(C2C=CC=CC=2)[C-]2C=CC=C2)=CC=1.C1C=CC(P(C2C=CC=CC=2)[C-]2C=CC=C2)=CC=1.Cl[Pd]Cl.[Fe+2].O. The product is [C:26]([O:29][CH2:30][C:31]1[C:32]([N:46]2[CH2:58][CH2:57][N:49]3[C:50]4[CH2:51][CH2:52][CH2:53][CH2:54][C:55]=4[CH:56]=[C:48]3[C:47]2=[O:59])=[CH:33][CH:34]=[CH:35][C:36]=1[C:2]1[CH:3]=[C:4]([NH:10][C:11]2[CH:15]=[CH:14][N:13]([CH2:16][CH2:17][O:18][Si:19]([C:22]([CH3:25])([CH3:24])[CH3:23])([CH3:21])[CH3:20])[N:12]=2)[C:5](=[O:9])[N:6]([CH3:8])[CH:7]=1)(=[O:28])[CH3:27]. The yield is 0.290. (3) The reactants are [CH3:1][C:2]1[C:3]([CH2:14][S:15]([C:17]2[NH:21][C:20]3[CH:22]=[CH:23][CH:24]=[CH:25][C:19]=3[N:18]=2)=[O:16])=[N:4][CH:5]=[CH:6][C:7]=1[O:8][CH2:9][C:10]([F:13])([F:12])[F:11].CCN(CC)CC.[C:33]1([CH3:61])[CH:38]=[CH:37][C:36]([S:39]([CH2:42][CH2:43][O:44][C:45](=[O:60])[CH2:46][CH2:47][C:48]2[CH:53]=[C:52]([S:54](Cl)(=[O:56])=[O:55])[CH:51]=[CH:50][C:49]=2[O:58][CH3:59])(=[O:41])=[O:40])=[CH:35][CH:34]=1.C([O-])(O)=O.[Na+]. The catalyst is C(Cl)Cl. The product is [C:33]1([CH3:61])[CH:38]=[CH:37][C:36]([S:39]([CH2:42][CH2:43][O:44][C:45](=[O:60])[CH2:46][CH2:47][C:48]2[CH:53]=[C:52]([S:54]([N:21]3[C:20]4[CH:22]=[CH:23][CH:24]=[CH:25][C:19]=4[N:18]=[C:17]3[S:15]([CH2:14][C:3]3[C:2]([CH3:1])=[C:7]([O:8][CH2:9][C:10]([F:13])([F:11])[F:12])[CH:6]=[CH:5][N:4]=3)=[O:16])(=[O:56])=[O:55])[CH:51]=[CH:50][C:49]=2[O:58][CH3:59])(=[O:41])=[O:40])=[CH:35][CH:34]=1. The yield is 0.700. (4) The reactants are [CH:1]1([CH2:4][N:5]2[C:14](=[O:15])[CH:13]([CH2:16][CH3:17])[C:12]3[C:7](=[CH:8][C:9]([N+:18]([O-])=O)=[CH:10][CH:11]=3)[C:6]2=[O:21])[CH2:3][CH2:2]1.[H][H].[CH3:24]O. The catalyst is [Pd]. The product is [NH2:18][C:9]1[CH:8]=[C:7]2[C:12]([CH:13]([CH2:16][CH3:17])[CH:14]([O:15][CH3:24])[N:5]([CH2:4][CH:1]3[CH2:3][CH2:2]3)[C:6]2=[O:21])=[CH:11][CH:10]=1. The yield is 0.740. (5) The reactants are [F:1][C:2]([F:25])([F:24])[C:3]1[CH:4]=[CH:5][C:6]2[C:10]([N:11]3[CH2:16][CH2:15][N:14]([CH2:17][C@@H:18]4[CH2:20][C@H:19]4[CH2:21][NH2:22])[CH2:13][CH2:12]3)=[CH:9][S:8][C:7]=2[CH:23]=1.Cl[C:27](OC1C=CC([N+]([O-])=O)=CC=1)=[O:28].CCN(CC)CC.[N:46]1([CH2:51][CH2:52][CH2:53][NH2:54])[CH:50]=[CH:49][N:48]=[CH:47]1. The catalyst is C1COCC1. The product is [N:46]1([CH2:51][CH2:52][CH2:53][NH:54][C:27]([NH:22][CH2:21][C@@H:19]2[CH2:20][C@H:18]2[CH2:17][N:14]2[CH2:15][CH2:16][N:11]([C:10]3[C:6]4[CH:5]=[CH:4][C:3]([C:2]([F:24])([F:1])[F:25])=[CH:23][C:7]=4[S:8][CH:9]=3)[CH2:12][CH2:13]2)=[O:28])[CH:50]=[CH:49][N:48]=[CH:47]1. The yield is 0.980. (6) The reactants are [Cl:1][C:2]1[C:3]([C:30]2[C:38]3[C:33](=[CH:34][CH:35]=[CH:36][CH:37]=3)[N:32]([S:39]([C:42]3[CH:47]=[CH:46][CH:45]=[CH:44][CH:43]=3)(=[O:41])=[O:40])[CH:31]=2)=[N:4][C:5]([NH:8][C@@H:9]2[CH2:13][CH2:12][N:11]([C:14]([C:16]3[CH:21]=[CH:20][C:19]([NH:22]C(=O)OC(C)(C)C)=[CH:18][CH:17]=3)=[O:15])[CH2:10]2)=[N:6][CH:7]=1.C(O)(C(F)(F)F)=O. The catalyst is C(Cl)Cl. The product is [NH2:22][C:19]1[CH:20]=[CH:21][C:16]([C:14]([N:11]2[CH2:12][CH2:13][C@@H:9]([NH:8][C:5]3[N:4]=[C:3]([C:30]4[C:38]5[C:33](=[CH:34][CH:35]=[CH:36][CH:37]=5)[N:32]([S:39]([C:42]5[CH:43]=[CH:44][CH:45]=[CH:46][CH:47]=5)(=[O:40])=[O:41])[CH:31]=4)[C:2]([Cl:1])=[CH:7][N:6]=3)[CH2:10]2)=[O:15])=[CH:17][CH:18]=1. The yield is 0.910. (7) The reactants are [OH:1][C:2]1[C:11]2[C:6](=[CH:7][CH:8]=[CH:9][CH:10]=2)[N:5]=[CH:4][C:3]=1[C:12]([OH:14])=O.CN(C(ON1N=NC2C=CC=CC1=2)=[N+](C)C)C.F[P-](F)(F)(F)(F)F.CCN(C(C)C)C(C)C.[CH3:48][C:49]1[CH:54]=[CH:53][C:52]([N+:55]([O-])=O)=[CH:51][C:50]=1[NH2:58].O.O.Cl[Sn]Cl.C([O-])(O)=O.[Na+]. The catalyst is C1COCC1. The product is [NH2:55][C:52]1[CH:53]=[CH:54][C:49]([CH3:48])=[C:50]([NH:58][C:12]([C:3]2[C:2](=[O:1])[C:11]3[C:6](=[CH:7][CH:8]=[CH:9][CH:10]=3)[NH:5][CH:4]=2)=[O:14])[CH:51]=1. The yield is 0.0800. (8) The product is [Br:26][C:23]1[CH:24]=[CH:25][C:20]([NH:19][C:13]2[C:12]3[C:17](=[CH:18][C:9]([OH:8])=[C:10]([O:28][CH3:29])[CH:11]=3)[N:16]=[CH:15][N:14]=2)=[C:21]([F:27])[CH:22]=1. The reactants are C([O:8][C:9]1[CH:18]=[C:17]2[C:12]([C:13]([NH:19][C:20]3[CH:25]=[CH:24][C:23]([Br:26])=[CH:22][C:21]=3[F:27])=[N:14][CH:15]=[N:16]2)=[CH:11][C:10]=1[O:28][CH3:29])C1C=CC=CC=1. The catalyst is FC(F)(F)C(O)=O. The yield is 0.850. (9) The reactants are Cl[C:2]1[C:11](Cl)=[N:10][C:9]2[C:4](=[CH:5][CH:6]=[CH:7][CH:8]=2)[N:3]=1.C([O-])([O-])=O.[K+].[K+].[CH:19]([O:22][C:23]1[CH:28]=[CH:27][C:26]([S:29]([NH2:32])(=[O:31])=[O:30])=[CH:25][CH:24]=1)([CH3:21])[CH3:20].C(O)(=O)C.[CH3:37][O:38][C:39]1[CH:40]=[C:41]([CH:43]=[C:44]([O:46][CH3:47])[CH:45]=1)[NH2:42]. The catalyst is CO.O. The product is [CH3:47][O:46][C:44]1[CH:43]=[C:41]([NH:42][C:2]2[C:11]([NH:32][S:29]([C:26]3[CH:25]=[CH:24][C:23]([O:22][CH:19]([CH3:21])[CH3:20])=[CH:28][CH:27]=3)(=[O:30])=[O:31])=[N:10][C:9]3[C:4]([N:3]=2)=[CH:5][CH:6]=[CH:7][CH:8]=3)[CH:40]=[C:39]([O:38][CH3:37])[CH:45]=1. The yield is 0.120. (10) The reactants are Br[C:2]1[C:3]2[NH:10][CH:9]=[N:8][C:4]=2[CH:5]=[N:6][CH:7]=1.[NH4+].[OH-].[CH3:13][N:14](C=O)C. The catalyst is C1C=CC([P]([Pd]([P](C2C=CC=CC=2)(C2C=CC=CC=2)C2C=CC=CC=2)([P](C2C=CC=CC=2)(C2C=CC=CC=2)C2C=CC=CC=2)[P](C2C=CC=CC=2)(C2C=CC=CC=2)C2C=CC=CC=2)(C2C=CC=CC=2)C2C=CC=CC=2)=CC=1.[C-]#N.[C-]#N.[Zn+2]. The product is [N:10]1[C:3]2[C:2]([C:13]#[N:14])=[CH:7][N:6]=[CH:5][C:4]=2[NH:8][CH:9]=1. The yield is 0.670.